Predict the reactants needed to synthesize the given product. From a dataset of Full USPTO retrosynthesis dataset with 1.9M reactions from patents (1976-2016). (1) Given the product [OH:7][C:3]1[C:2]([CH3:1])=[CH:6][N:5]([C:14](=[O:16])[CH3:15])[N:4]=1, predict the reactants needed to synthesize it. The reactants are: [CH3:1][C:2]1[C:3]([OH:7])=[N:4][NH:5][CH:6]=1.N1C=CC=CC=1.[C:14](OC(=O)C)(=[O:16])[CH3:15]. (2) Given the product [CH2:24]([O:23][C:20]1[CH:19]=[CH:18][C:17]([C:15]2[N:41]([C:35]3[CH:36]=[CH:37][C:38]([Cl:40])=[CH:39][C:34]=3[Cl:33])[N:42]=[C:10]([C:9]([OH:8])=[O:31])[C:14]=2[CH3:2])=[CH:22][CH:21]=1)[C:25]1[CH:26]=[CH:27][CH:28]=[CH:29][CH:30]=1, predict the reactants needed to synthesize it. The reactants are: [O-][CH2:2]C.[Na+].[Na].C([O:8][C:9](=[O:31])[CH:10]([CH2:14][C:15]([C:17]1[CH:22]=[CH:21][C:20]([O:23][CH2:24][C:25]2[CH:30]=[CH:29][CH:28]=[CH:27][CH:26]=2)=[CH:19][CH:18]=1)=O)C(=O)C)C.[Cl-].[Cl:33][C:34]1[CH:39]=[C:38]([Cl:40])[CH:37]=[CH:36][C:35]=1[N+:41]#[N:42].[OH-].[Na+].Cl. (3) Given the product [CH3:1][C:2]1[N:7]=[C:6]([S:8][CH2:17][C:18]2[CH:27]=[N:26][C:25]3[C:20](=[CH:21][CH:22]=[CH:23][CH:24]=3)[N:19]=2)[N:5]=[C:4]([OH:9])[CH:3]=1, predict the reactants needed to synthesize it. The reactants are: [CH3:1][C:2]1[N:7]=[C:6]([SH:8])[N:5]=[C:4]([OH:9])[CH:3]=1.C(=O)([O-])[O-].[K+].[K+].Br[CH2:17][C:18]1[CH:27]=[N:26][C:25]2[C:20](=[CH:21][CH:22]=[CH:23][CH:24]=2)[N:19]=1. (4) Given the product [CH3:34][O:35][C:36]1[CH:37]=[C:38]([C:2]2[CH:33]=[CH:32][C:5]([C:6]([N:8]3[CH2:9][CH2:10][N:11]([CH2:14][CH2:15][CH2:16][N:17]4[CH2:18][CH2:19][N:20]([C:23](=[O:31])[C:24]5[CH:25]=[CH:26][C:27]([C:38]6[CH:37]=[C:36]([O:35][CH3:34])[C:41]([O:42][CH2:43][CH2:44][CH3:45])=[C:40]([O:46][CH3:47])[CH:39]=6)=[CH:28][CH:29]=5)[CH2:21][CH2:22]4)[CH2:12][CH2:13]3)=[O:7])=[CH:4][CH:3]=2)[CH:39]=[C:40]([O:46][CH3:47])[C:41]=1[O:42][CH2:43][CH2:44][CH3:45], predict the reactants needed to synthesize it. The reactants are: Br[C:2]1[CH:33]=[CH:32][C:5]([C:6]([N:8]2[CH2:13][CH2:12][N:11]([CH2:14][CH2:15][CH2:16][N:17]3[CH2:22][CH2:21][N:20]([C:23](=[O:31])[C:24]4[CH:29]=[CH:28][C:27](Br)=[CH:26][CH:25]=4)[CH2:19][CH2:18]3)[CH2:10][CH2:9]2)=[O:7])=[CH:4][CH:3]=1.[CH3:34][O:35][C:36]1[CH:37]=[C:38](B(O)O)[CH:39]=[C:40]([O:46][CH3:47])[C:41]=1[O:42][CH2:43][CH2:44][CH3:45]. (5) The reactants are: F[C:2]1[CH:7]=[CH:6][C:5]([N+:8]([O-:10])=[O:9])=[CH:4][CH:3]=1.[F:11][C:12]1[CH:17]=[CH:16][C:15]([OH:18])=[CH:14][CH:13]=1.C(=O)([O-])[O-].[K+].[K+]. Given the product [F:11][C:12]1[CH:17]=[CH:16][C:15]([O:18][C:2]2[CH:7]=[CH:6][C:5]([N+:8]([O-:10])=[O:9])=[CH:4][CH:3]=2)=[CH:14][CH:13]=1, predict the reactants needed to synthesize it.